This data is from Catalyst prediction with 721,799 reactions and 888 catalyst types from USPTO. The task is: Predict which catalyst facilitates the given reaction. (1) The catalyst class is: 273. Reactant: [Cl:1][C:2]1[CH:3]=[C:4]([CH:9]=[CH:10][C:11]=1[O:12][CH:13]([CH3:15])[CH3:14])[C:5]([O:7]C)=[O:6]. Product: [Cl:1][C:2]1[CH:3]=[C:4]([CH:9]=[CH:10][C:11]=1[O:12][CH:13]([CH3:15])[CH3:14])[C:5]([OH:7])=[O:6]. (2) Reactant: [I:1][C:2]1[C:10]2[C:5](=[N:6][CH:7]=[C:8]([O:11][CH3:12])[CH:9]=2)[NH:4][CH:3]=1.[H-].[Na+].[C:15]1([S:21](Cl)(=[O:23])=[O:22])[CH:20]=[CH:19][CH:18]=[CH:17][CH:16]=1.O. Product: [C:15]1([S:21]([N:4]2[C:5]3=[N:6][CH:7]=[C:8]([O:11][CH3:12])[CH:9]=[C:10]3[C:2]([I:1])=[CH:3]2)(=[O:23])=[O:22])[CH:20]=[CH:19][CH:18]=[CH:17][CH:16]=1. The catalyst class is: 9. (3) Reactant: CN(C)C(=N)N(C)C.[CH2:9]([O:16][C:17]1[CH:18]=[C:19]([CH:22]=[CH:23][CH:24]=1)[CH:20]=O)[C:10]1[CH:15]=[CH:14][CH:13]=[CH:12][CH:11]=1.[Cl-].[CH2:26]([O:28][CH:29]([P+](C1C=CC=CC=1)(C1C=CC=CC=1)C1C=CC=CC=1)[C:30]([O:32][CH2:33][CH3:34])=[O:31])[CH3:27]. Product: [CH2:33]([O:32][C:30](=[O:31])[C:29]([O:28][CH2:26][CH3:27])=[CH:20][C:19]1[CH:22]=[CH:23][CH:24]=[C:17]([O:16][CH2:9][C:10]2[CH:15]=[CH:14][CH:13]=[CH:12][CH:11]=2)[CH:18]=1)[CH3:34]. The catalyst class is: 4. (4) Reactant: [CH3:1][CH2:2][O:3][C:4]([C@@H:6]([NH:15][C@H:16]([C:18]([N:20]1[C@H:29]([C:30]([OH:32])=[O:31])[CH2:28][C:27]2[CH:26]=[CH:25][CH:24]=[CH:23][C:22]=2[CH2:21]1)=[O:19])[CH3:17])[CH2:7][CH2:8][C:9]1[CH:10]=[CH:11][CH:12]=[CH:13][CH:14]=1)=[O:5].[ClH:33].[OH-].[Mg+2:35].[OH-]. Product: [CH3:1][CH2:2][O:3][C:4]([C@@H:6]([NH:15][C@H:16]([C:18]([N:20]1[C@H:29]([C:30]([OH:32])=[O:31])[CH2:28][C:27]2[CH:26]=[CH:25][CH:24]=[CH:23][C:22]=2[CH2:21]1)=[O:19])[CH3:17])[CH2:7][CH2:8][C:9]1[CH:14]=[CH:13][CH:12]=[CH:11][CH:10]=1)=[O:5].[Mg:35].[Cl-:33].[Mg+2:35].[Cl-:33]. The catalyst class is: 6. (5) Reactant: [NH2:1][C:2]1[CH:7]=[C:6]([F:8])[CH:5]=[CH:4][C:3]=1[N:9]1[CH:13]=[CH:12][N:11]=[C:10]1[CH2:14][CH2:15][C:16]([O:18][CH2:19][CH3:20])=[O:17].[C:21](N1C=CN=C1)(N1C=CN=C1)=[O:22]. Product: [F:8][C:6]1[CH:7]=[C:2]2[C:3](=[CH:4][CH:5]=1)[N:9]1[C:10]([CH2:14][CH2:15][C:16]([O:18][CH2:19][CH3:20])=[O:17])=[N:11][CH:12]=[C:13]1[C:21](=[O:22])[NH:1]2. The catalyst class is: 262. (6) Reactant: Cl[CH2:2][CH2:3][CH2:4][S:5]([C:8]1[CH:17]=[CH:16][C:11]2[N:12]=[C:13]([NH2:15])[S:14][C:10]=2[CH:9]=1)(=[O:7])=[O:6].[I-:18].[Na+]. Product: [I:18][CH2:2][CH2:3][CH2:4][S:5]([C:8]1[CH:17]=[CH:16][C:11]2[N:12]=[C:13]([NH2:15])[S:14][C:10]=2[CH:9]=1)(=[O:7])=[O:6]. The catalyst class is: 21. (7) Reactant: FC(F)(F)C(O)=O.C(OC(=O)[NH:14][S:15]([NH:18][CH2:19][CH2:20][NH:21][C:22]1[C:26]([C:27]2[N:31]([C:32]3[CH:37]=[CH:36][C:35]([F:38])=[C:34]([Br:39])[CH:33]=3)[C:30](=[O:40])[O:29][N:28]=2)=[N:25][O:24][N:23]=1)(=[O:17])=[O:16])(C)(C)C. Product: [Br:39][C:34]1[CH:33]=[C:32]([N:31]2[C:30](=[O:40])[O:29][N:28]=[C:27]2[C:26]2[C:22]([NH:21][CH2:20][CH2:19][NH:18][S:15]([NH2:14])(=[O:16])=[O:17])=[N:23][O:24][N:25]=2)[CH:37]=[CH:36][C:35]=1[F:38]. The catalyst class is: 6. (8) Reactant: [NH2:1][C:2]1[CH:7]=[CH:6][CH:5]=[C:4]([NH2:8])[N:3]=1.[S:9](=[O:13])(=[O:12])([OH:11])[OH:10]. Product: [S:9]([OH:13])([OH:12])(=[O:11])=[O:10].[NH2:1][C:2]1[CH:7]=[CH:6][CH:5]=[C:4]([NH2:8])[N:3]=1.[NH2:1][C:2]1[CH:7]=[CH:6][CH:5]=[C:4]([NH2:8])[N:3]=1. The catalyst class is: 6. (9) Reactant: [CH3:1][CH:2]([CH3:26])[CH2:3][NH:4][C@H:5]1[CH2:10][C@@H:9]([C:11]([N:13]2[CH2:18][CH2:17][O:16][CH2:15][CH2:14]2)=[O:12])[CH2:8][N:7]([C:19]([O:21][C:22]([CH3:25])([CH3:24])[CH3:23])=[O:20])[CH2:6]1.C(N(C(C)C)CC)(C)C.[Cl:36][C:37]1[C:42]([C:43](Cl)=[O:44])=[CH:41][N:40]=[C:39]2[CH:46]=[CH:47][S:48][C:38]=12.O. Product: [Cl:36][C:37]1[C:42]([C:43]([N:4]([CH2:3][CH:2]([CH3:26])[CH3:1])[C@H:5]2[CH2:10][C@@H:9]([C:11]([N:13]3[CH2:18][CH2:17][O:16][CH2:15][CH2:14]3)=[O:12])[CH2:8][N:7]([C:19]([O:21][C:22]([CH3:23])([CH3:24])[CH3:25])=[O:20])[CH2:6]2)=[O:44])=[CH:41][N:40]=[C:39]2[CH:46]=[CH:47][S:48][C:38]=12. The catalyst class is: 4.